From a dataset of Peptide-MHC class I binding affinity with 185,985 pairs from IEDB/IMGT. Regression. Given a peptide amino acid sequence and an MHC pseudo amino acid sequence, predict their binding affinity value. This is MHC class I binding data. (1) The peptide sequence is IRFPKTFGY. The MHC is HLA-A26:01 with pseudo-sequence HLA-A26:01. The binding affinity (normalized) is 0.430. (2) The peptide sequence is TTRHRKPTY. The MHC is HLA-A26:01 with pseudo-sequence HLA-A26:01. The binding affinity (normalized) is 0.0847. (3) The peptide sequence is MTAASYARY. The MHC is HLA-B39:01 with pseudo-sequence HLA-B39:01. The binding affinity (normalized) is 0.213. (4) The peptide sequence is IVLPEKDSW. The MHC is HLA-B58:02 with pseudo-sequence HLA-B58:02. The binding affinity (normalized) is 0.0843.